This data is from Full USPTO retrosynthesis dataset with 1.9M reactions from patents (1976-2016). The task is: Predict the reactants needed to synthesize the given product. (1) Given the product [CH2:1]([O:8][CH2:9][C:10]1[CH:11]=[C:12]([Cl:19])[N:13]=[CH:14][N:15]=1)[C:2]1[CH:7]=[CH:6][CH:5]=[CH:4][CH:3]=1, predict the reactants needed to synthesize it. The reactants are: [CH2:1]([O:8][CH2:9][C:10]1[N:15]=[CH:14][N:13]=[C:12](O)[CH:11]=1)[C:2]1[CH:7]=[CH:6][CH:5]=[CH:4][CH:3]=1.P(Cl)(Cl)([Cl:19])=O.C(N(CCC)CCC)CC.[OH-].[NH4+]. (2) Given the product [C:1]([O:5][C:6]([N:8]1[CH2:12][CH2:11][CH2:10][CH:9]1[C:13](=[S:25])[NH2:14])=[O:7])([CH3:4])([CH3:3])[CH3:2], predict the reactants needed to synthesize it. The reactants are: [C:1]([O:5][C:6]([N:8]1[CH2:12][CH2:11][CH2:10][CH:9]1[C:13](=O)[NH2:14])=[O:7])([CH3:4])([CH3:3])[CH3:2].COC1C=CC(P2(SP(C3C=CC(OC)=CC=3)(=S)S2)=[S:25])=CC=1. (3) Given the product [CH2:1]([N:8]([CH2:9][C:10]([C:12]1[C:20]2[S:19][C:18](=[O:21])[NH:17][C:16]=2[C:15]([OH:25])=[CH:14][CH:13]=1)=[O:11])[CH2:30][CH2:31][C:32]1[CH:33]=[CH:34][C:35]([O:38][CH2:39][CH2:40][CH2:41][CH2:42][C:43]2[CH:48]=[CH:47][CH:46]=[CH:45][CH:44]=2)=[CH:36][CH:37]=1)[C:2]1[CH:7]=[CH:6][CH:5]=[CH:4][CH:3]=1, predict the reactants needed to synthesize it. The reactants are: [CH2:1]([N:8]([CH2:30][CH2:31][C:32]1[CH:37]=[CH:36][C:35]([O:38][CH2:39][CH2:40][CH2:41][CH2:42][C:43]2[CH:48]=[CH:47][CH:46]=[CH:45][CH:44]=2)=[CH:34][CH:33]=1)[CH2:9][C:10]([C:12]1[C:20]2[S:19][C:18]([O:21]C(C)C)=[N:17][C:16]=2[C:15]([O:25]C(C)(C)C)=[CH:14][CH:13]=1)=[O:11])[C:2]1[CH:7]=[CH:6][CH:5]=[CH:4][CH:3]=1. (4) The reactants are: [P:1]([Cl:4])(Cl)[Cl:2].[Al+3].[Cl-].[Cl-].[Cl-].[F:9][C:10]1[CH:15]=[CH:14][CH:13]=[CH:12][CH:11]=1.N1C=CC=CC=1. Given the product [F:9][C:10]1[CH:15]=[CH:14][C:13]([P:1]([Cl:4])[Cl:2])=[CH:12][CH:11]=1, predict the reactants needed to synthesize it. (5) Given the product [C:20]([O:24][C:25]([N:27]1[C:35]2[C:30](=[CH:31][CH:32]=[CH:33][CH:34]=2)[CH:29]=[C:28]1[C:2]1[CH:7]=[CH:6][C:5]([Cl:8])=[C:4]([S:9]([CH2:12][C:13]2[CH:18]=[CH:17][CH:16]=[C:15]([Cl:19])[CH:14]=2)(=[O:11])=[O:10])[CH:3]=1)=[O:26])([CH3:23])([CH3:21])[CH3:22], predict the reactants needed to synthesize it. The reactants are: Br[C:2]1[CH:7]=[CH:6][C:5]([Cl:8])=[C:4]([S:9]([CH2:12][C:13]2[CH:18]=[CH:17][CH:16]=[C:15]([Cl:19])[CH:14]=2)(=[O:11])=[O:10])[CH:3]=1.[C:20]([O:24][C:25]([N:27]1[C:35]2[C:30](=[CH:31][CH:32]=[CH:33][CH:34]=2)[CH:29]=[C:28]1B(O)O)=[O:26])([CH3:23])([CH3:22])[CH3:21].[F-].[Cs+].O. (6) Given the product [C:1](=[O:18])([O:8][C:9]1[CH:14]=[CH:13][C:12]([N+:15]([O-:17])=[O:16])=[CH:11][CH:10]=1)[O:2][CH:3]([I:19])[CH:4]([CH3:6])[CH3:5], predict the reactants needed to synthesize it. The reactants are: [C:1](=[O:18])([O:8][C:9]1[CH:14]=[CH:13][C:12]([N+:15]([O-:17])=[O:16])=[CH:11][CH:10]=1)[O:2][CH:3](Cl)[CH:4]([CH3:6])[CH3:5].[I-:19].[Na+].[Cl-].[Ca+2].[Cl-].O. (7) Given the product [CH3:23][S:20]([C:16]1[CH:15]=[C:14]([N:9]2[CH:10]=[CH:11][C:12](=[O:13])[C:7]([C:5]3[N:30]([C:26]4[S:25][CH:29]=[CH:28][N:27]=4)[N:2]=[CH:3][CH:4]=3)=[N:8]2)[CH:19]=[CH:18][CH:17]=1)(=[O:22])=[O:21], predict the reactants needed to synthesize it. The reactants are: C[N:2](C)/[CH:3]=[CH:4]/[C:5]([C:7]1[C:12](=[O:13])[CH:11]=[CH:10][N:9]([C:14]2[CH:19]=[CH:18][CH:17]=[C:16]([S:20]([CH3:23])(=[O:22])=[O:21])[CH:15]=2)[N:8]=1)=O.[S:25]1[CH:29]=[CH:28][N:27]=[C:26]1[NH:30]N.